This data is from Peptide-MHC class I binding affinity with 185,985 pairs from IEDB/IMGT. The task is: Regression. Given a peptide amino acid sequence and an MHC pseudo amino acid sequence, predict their binding affinity value. This is MHC class I binding data. (1) The peptide sequence is LVFPVEGTK. The MHC is HLA-A03:01 with pseudo-sequence HLA-A03:01. The binding affinity (normalized) is 0.573. (2) The peptide sequence is IEFIEVVRL. The MHC is HLA-A26:03 with pseudo-sequence HLA-A26:03. The binding affinity (normalized) is 0.0847. (3) The peptide sequence is RGPYRAFVTI. The MHC is Mamu-A01 with pseudo-sequence Mamu-A01. The binding affinity (normalized) is 0.355.